From a dataset of Ames mutagenicity test results for genotoxicity prediction. Regression/Classification. Given a drug SMILES string, predict its toxicity properties. Task type varies by dataset: regression for continuous values (e.g., LD50, hERG inhibition percentage) or binary classification for toxic/non-toxic outcomes (e.g., AMES mutagenicity, cardiotoxicity, hepatotoxicity). Dataset: ames. (1) The drug is NC1CCC(CC2CCC(N)CC2)CC1. The result is 0 (non-mutagenic). (2) The drug is O=[N+]([O-])c1ccc2ccc3c([N+](=O)[O-])ccc4ccc1c2c43. The result is 1 (mutagenic). (3) The molecule is COCC=O. The result is 1 (mutagenic). (4) The molecule is O=C1C=Cc2c(ccc3c2ccc2ccccc23)C1=O. The result is 0 (non-mutagenic). (5) The compound is C/C=C/C1OC(=O)C=CC1O. The result is 0 (non-mutagenic). (6) The result is 0 (non-mutagenic). The drug is CC[C@@H](C)c1ccccc1O.